This data is from Catalyst prediction with 721,799 reactions and 888 catalyst types from USPTO. The task is: Predict which catalyst facilitates the given reaction. (1) Reactant: CC(CCC)CCC(CCCCC(C)CCC)C(O)=O.N#N.[C:23](O)(=O)[CH2:24][CH2:25][CH2:26][CH2:27][CH2:28][CH2:29][CH2:30][CH2:31][CH2:32][CH2:33][CH2:34][CH2:35][CH2:36][CH2:37][CH:38]([CH3:40])[CH3:39].S(Cl)([Cl:45])=O. Product: [CH2:23]([Cl:45])[CH2:24][CH2:25][CH2:26][CH2:27][CH2:28][CH2:29][CH2:30][CH2:31][CH2:32][CH2:33][CH2:34][CH2:35][CH2:36][CH2:37][CH:38]([CH3:40])[CH3:39]. The catalyst class is: 2. (2) Reactant: [CH2:1]([O:3][C:4]([N:6]1[CH2:11][CH2:10][N:9]([C:12](=[O:41])[C@@H:13]([NH:22][C:23]([C:25]2[CH:34]=[C:33]([O:35][CH2:36][C:37]([OH:39])=O)[C:32]3[C:27](=[CH:28][C:29]([CH3:40])=[CH:30][CH:31]=3)[N:26]=2)=[O:24])[CH2:14][C:15]([O:17][C:18]([CH3:21])([CH3:20])[CH3:19])=[O:16])[CH2:8][CH2:7]1)=[O:5])[CH3:2].C(Cl)CCl.FC1C(O)=C(F)C(F)=C(F)C=1F.FC(F)(F)C(O)=O.[CH2:65]([NH:67][C:68]([C@@H:70]1[CH2:74][CH2:73][CH2:72][NH:71]1)=[O:69])[CH3:66]. Product: [CH2:1]([O:3][C:4]([N:6]1[CH2:11][CH2:10][N:9]([C:12](=[O:41])[C@@H:13]([NH:22][C:23]([C:25]2[CH:34]=[C:33]([O:35][CH2:36][C:37]([N:71]3[CH2:72][CH2:73][CH2:74][C@H:70]3[C:68](=[O:69])[NH:67][CH2:65][CH3:66])=[O:39])[C:32]3[C:27](=[CH:28][C:29]([CH3:40])=[CH:30][CH:31]=3)[N:26]=2)=[O:24])[CH2:14][C:15]([O:17][C:18]([CH3:19])([CH3:21])[CH3:20])=[O:16])[CH2:8][CH2:7]1)=[O:5])[CH3:2]. The catalyst class is: 18. (3) Reactant: Cl.[CH3:2][O:3][C:4]1[CH:9]=[CH:8][CH:7]=[CH:6][C:5]=1[N:10]1[CH2:15][CH2:14][NH:13][CH2:12][CH2:11]1.Br[CH2:17][CH2:18][C:19]([O:21][CH2:22][CH3:23])=[O:20].C(=O)([O-])[O-].[K+].[K+].[I-].[K+]. Product: [CH3:2][O:3][C:4]1[CH:9]=[CH:8][CH:7]=[CH:6][C:5]=1[N:10]1[CH2:15][CH2:14][N:13]([CH2:17][CH2:18][C:19]([O:21][CH2:22][CH3:23])=[O:20])[CH2:12][CH2:11]1. The catalyst class is: 10.